From a dataset of Reaction yield outcomes from USPTO patents with 853,638 reactions. Predict the reaction yield, written as a fraction of the theoretical maximum amount of product (1.0 means a 100% yield; for example, 0.34 means a 34% yield). (1) The reactants are CO[C:3](=[O:28])[C:4]1[CH:9]=[CH:8][C:7]([O:10][CH2:11][C:12]2[C:13]([C:21]3[CH:26]=[CH:25][C:24]([F:27])=[CH:23][CH:22]=3)=[N:14][O:15][C:16]=2[C:17]([F:20])([F:19])[F:18])=[N:6][CH:5]=1.[CH:29]1([CH2:32][NH2:33])[CH2:31][CH2:30]1. No catalyst specified. The product is [CH:29]1([CH2:32][NH:33][C:3](=[O:28])[C:4]2[CH:9]=[CH:8][C:7]([O:10][CH2:11][C:12]3[C:13]([C:21]4[CH:22]=[CH:23][C:24]([F:27])=[CH:25][CH:26]=4)=[N:14][O:15][C:16]=3[C:17]([F:20])([F:19])[F:18])=[N:6][CH:5]=2)[CH2:31][CH2:30]1. The yield is 0.870. (2) The reactants are BrC1C=C[C:5]([NH:9][CH:10]2[CH2:19][CH2:18][C:13]3([O:17][CH2:16][CH2:15][O:14]3)[CH2:12][CH2:11]2)=[C:6]([OH:8])C=1.Br[CH2:21][CH2:22][Br:23].C(=O)([O-])[O-].[K+].[K+]. The catalyst is CN(C=O)C. The product is [Br:23][CH:22]1[CH:10]([CH:11]2[CH:12]=[CH:12][CH2:11][CH2:10][CH2:19]2)[CH2:19][CH2:18][C:13]2([O:14][CH2:15][CH2:16][O:17]2)[CH2:21]1.[O:8]1[CH:6]=[CH:5][N:9]=[CH:10][CH2:19]1. The yield is 0.580. (3) The reactants are [CH2:1]([O:3][CH:4]([O:7][CH2:8][CH3:9])[C:5]#[N:6])[CH3:2].[CH3:10][O-:11].[Na+]. The catalyst is CO. The product is [CH2:1]([O:3][CH:4]([O:7][CH2:8][CH3:9])[C:5](=[NH:6])[O:11][CH3:10])[CH3:2]. The yield is 0.960. (4) The product is [Br:22][C:12]1[S:13][C:14]2[C:15]3[S:21][CH:20]=[CH:19][C:16]=3[S:17][C:18]=2[C:11]=1[CH2:1][CH2:2][CH2:3][CH2:4][CH2:5][CH2:6][CH2:7][CH2:8][CH2:9][CH3:10]. The reactants are [CH2:1]([C:11]1[C:18]2[S:17][C:16]3[CH:19]=[CH:20][S:21][C:15]=3[C:14]=2[S:13][CH:12]=1)[CH2:2][CH2:3][CH2:4][CH2:5][CH2:6][CH2:7][CH2:8][CH2:9][CH3:10].[Br:22]N1C(=O)CCC1=O.O. The yield is 0.902. The catalyst is CN(C=O)C.